From a dataset of Retrosynthesis with 50K atom-mapped reactions and 10 reaction types from USPTO. Predict the reactants needed to synthesize the given product. (1) Given the product COC(=O)C1(C)CN(CCC=C2c3cc(C(C)(C)O)ccc3OCc3ncccc32)CCC1(O)c1ccc(Cl)cc1, predict the reactants needed to synthesize it. The reactants are: CC(C)(O)c1ccc2c(c1)C(=CCCBr)c1cccnc1CO2.COC(=O)C1(C)CNCCC1(O)c1ccc(Cl)cc1. (2) Given the product CN1C(=O)CC(C)(C)c2cc(CCN3CCN(c4noc5ccccc45)CC3)ccc21, predict the reactants needed to synthesize it. The reactants are: CN1C(=O)CC(C)(C)c2cc(CCCl)ccc21.c1ccc2c(N3CCNCC3)noc2c1. (3) The reactants are: O=S1(=O)C=Cc2ccccc21. Given the product O=S1(=O)CCc2ccccc21, predict the reactants needed to synthesize it.